From a dataset of Full USPTO retrosynthesis dataset with 1.9M reactions from patents (1976-2016). Predict the reactants needed to synthesize the given product. (1) Given the product [CH3:1][C:2]1[O:6][N:5]=[C:4]([C:7]2[CH:8]=[CH:9][C:10]([B:13]([OH:17])[OH:14])=[CH:11][CH:12]=2)[N:3]=1, predict the reactants needed to synthesize it. The reactants are: [CH3:1][C:2]1[O:6][N:5]=[C:4]([C:7]2[CH:12]=[CH:11][C:10]([B:13]3[O:17]C(C)(C)C(C)(C)[O:14]3)=[CH:9][CH:8]=2)[N:3]=1.I([O-])(=O)(=O)=O.[Na+].C([O-])(=O)C.[NH4+]. (2) Given the product [CH3:11][O:10][C:8]1[CH:7]=[C:5]([NH:6][CH:13]([C:14]([OH:16])=[O:15])[CH3:17])[CH:4]=[C:3]([O:2][CH3:1])[CH:9]=1, predict the reactants needed to synthesize it. The reactants are: [CH3:1][O:2][C:3]1[CH:4]=[C:5]([CH:7]=[C:8]([O:10][CH3:11])[CH:9]=1)[NH2:6].Cl[CH:13]([CH3:17])[C:14]([OH:16])=[O:15]. (3) Given the product [NH:8]1[CH2:13][CH2:12][CH:11]([NH:14][C:15]2[S:16][C:17]([C:20]([F:23])([F:21])[F:22])=[N:18][N:19]=2)[CH2:10][CH2:9]1, predict the reactants needed to synthesize it. The reactants are: C([N:8]1[CH2:13][CH2:12][CH:11]([NH:14][C:15]2[S:16][C:17]([C:20]([F:23])([F:22])[F:21])=[N:18][N:19]=2)[CH2:10][CH2:9]1)C1C=CC=CC=1.C(N(C(C)C)CC)(C)C.ClC(OC(Cl)C)=O. (4) Given the product [Br:1][C:2]1[CH:23]=[C:6]([C:7]2[N:16]([C:17]3[CH:22]=[CH:21][CH:20]=[CH:19][CH:18]=3)[C:11]3[CH:12]=[CH:13][CH:14]=[CH:15][C:10]=3[N:9]=2)[CH:5]=[N:4][CH:3]=1, predict the reactants needed to synthesize it. The reactants are: [Br:1][C:2]1[CH:3]=[N:4][CH:5]=[C:6]([CH:23]=1)[C:7]([NH:9][C:10]1[CH:15]=[CH:14][CH:13]=[CH:12][C:11]=1[NH:16][C:17]1[CH:22]=[CH:21][CH:20]=[CH:19][CH:18]=1)=O.P(Cl)(Cl)(Cl)=O. (5) The reactants are: [NH2:1][CH2:2][C:3]1[CH:4]=[C:5]([C:9]2[CH:14]=[CH:13][CH:12]=[C:11]([NH:15][CH2:16][C:17]3[CH:22]=[CH:21][CH:20]=[CH:19][C:18]=3[CH2:23][C:24]([O:26]C)=[O:25])[CH:10]=2)[CH:6]=[CH:7][CH:8]=1.[Li+].[OH-]. Given the product [NH2:1][CH2:2][C:3]1[CH:4]=[C:5]([C:9]2[CH:14]=[CH:13][CH:12]=[C:11]([NH:15][CH2:16][C:17]3[CH:22]=[CH:21][CH:20]=[CH:19][C:18]=3[CH2:23][C:24]([OH:26])=[O:25])[CH:10]=2)[CH:6]=[CH:7][CH:8]=1, predict the reactants needed to synthesize it.